The task is: Regression. Given two drug SMILES strings and cell line genomic features, predict the synergy score measuring deviation from expected non-interaction effect.. This data is from NCI-60 drug combinations with 297,098 pairs across 59 cell lines. (1) Drug 1: CN(CC1=CN=C2C(=N1)C(=NC(=N2)N)N)C3=CC=C(C=C3)C(=O)NC(CCC(=O)O)C(=O)O. Drug 2: C(CCl)NC(=O)N(CCCl)N=O. Cell line: A498. Synergy scores: CSS=6.08, Synergy_ZIP=-3.24, Synergy_Bliss=-0.693, Synergy_Loewe=-31.0, Synergy_HSA=-1.10. (2) Drug 1: CCC(=C(C1=CC=CC=C1)C2=CC=C(C=C2)OCCN(C)C)C3=CC=CC=C3.C(C(=O)O)C(CC(=O)O)(C(=O)O)O. Drug 2: CNC(=O)C1=NC=CC(=C1)OC2=CC=C(C=C2)NC(=O)NC3=CC(=C(C=C3)Cl)C(F)(F)F. Cell line: UO-31. Synergy scores: CSS=1.80, Synergy_ZIP=-1.24, Synergy_Bliss=-0.272, Synergy_Loewe=-0.391, Synergy_HSA=-0.387. (3) Drug 1: CC1=C(N=C(N=C1N)C(CC(=O)N)NCC(C(=O)N)N)C(=O)NC(C(C2=CN=CN2)OC3C(C(C(C(O3)CO)O)O)OC4C(C(C(C(O4)CO)O)OC(=O)N)O)C(=O)NC(C)C(C(C)C(=O)NC(C(C)O)C(=O)NCCC5=NC(=CS5)C6=NC(=CS6)C(=O)NCCC[S+](C)C)O. Drug 2: CC1=C(C(=O)C2=C(C1=O)N3CC4C(C3(C2COC(=O)N)OC)N4)N. Cell line: SK-OV-3. Synergy scores: CSS=21.3, Synergy_ZIP=-6.63, Synergy_Bliss=3.01, Synergy_Loewe=-4.37, Synergy_HSA=1.32. (4) Drug 1: C1=CC(=CC=C1CCCC(=O)O)N(CCCl)CCCl. Drug 2: CC1=C(C=C(C=C1)C(=O)NC2=CC(=CC(=C2)C(F)(F)F)N3C=C(N=C3)C)NC4=NC=CC(=N4)C5=CN=CC=C5. Cell line: NCI/ADR-RES. Synergy scores: CSS=21.2, Synergy_ZIP=-2.48, Synergy_Bliss=2.62, Synergy_Loewe=1.05, Synergy_HSA=1.34. (5) Drug 1: C1=CC(=CC=C1CCC2=CNC3=C2C(=O)NC(=N3)N)C(=O)NC(CCC(=O)O)C(=O)O. Drug 2: CC1=C(C=C(C=C1)C(=O)NC2=CC(=CC(=C2)C(F)(F)F)N3C=C(N=C3)C)NC4=NC=CC(=N4)C5=CN=CC=C5. Cell line: CCRF-CEM. Synergy scores: CSS=48.8, Synergy_ZIP=4.44, Synergy_Bliss=2.98, Synergy_Loewe=-20.2, Synergy_HSA=0.291. (6) Drug 1: CN(C(=O)NC(C=O)C(C(C(CO)O)O)O)N=O. Drug 2: CC1C(C(CC(O1)OC2CC(CC3=C2C(=C4C(=C3O)C(=O)C5=CC=CC=C5C4=O)O)(C(=O)C)O)N)O. Cell line: SNB-19. Synergy scores: CSS=37.5, Synergy_ZIP=-2.77, Synergy_Bliss=-4.05, Synergy_Loewe=-6.65, Synergy_HSA=-1.20. (7) Drug 1: COC1=CC(=CC(=C1O)OC)C2C3C(COC3=O)C(C4=CC5=C(C=C24)OCO5)OC6C(C(C7C(O6)COC(O7)C8=CC=CS8)O)O. Drug 2: CC1C(C(CC(O1)OC2CC(OC(C2O)C)OC3=CC4=CC5=C(C(=O)C(C(C5)C(C(=O)C(C(C)O)O)OC)OC6CC(C(C(O6)C)O)OC7CC(C(C(O7)C)O)OC8CC(C(C(O8)C)O)(C)O)C(=C4C(=C3C)O)O)O)O. Cell line: NCI-H460. Synergy scores: CSS=44.6, Synergy_ZIP=3.58, Synergy_Bliss=3.52, Synergy_Loewe=-7.18, Synergy_HSA=3.47.